Predict which catalyst facilitates the given reaction. From a dataset of Catalyst prediction with 721,799 reactions and 888 catalyst types from USPTO. (1) The catalyst class is: 52. Reactant: [OH:1]O.[N:3]1[C:11]2[C:6](=[N:7][CH:8]=[CH:9][CH:10]=2)[NH:5][CH:4]=1. Product: [N+:3]1([O-:1])[C:11]2[CH:10]=[CH:9][CH:8]=[N:7][C:6]=2[NH:5][CH:4]=1. (2) Reactant: [F:1][C:2]1[CH:7]=[CH:6][C:5]([N:8]2[C:13](=[O:14])[C:12]([O:15][CH2:16][CH2:17][C:18]([OH:21])([CH3:20])[CH3:19])=[C:11]([C:22]3[CH:27]=[CH:26][C:25]([S:28]([NH2:31])(=[O:30])=[O:29])=[CH:24][CH:23]=3)[CH:10]=[N:9]2)=[CH:4][CH:3]=1.[C:32](OC(=O)C)(=[O:34])[CH3:33].C(N(CC)CC)C. Product: [F:1][C:2]1[CH:7]=[CH:6][C:5]([N:8]2[C:13](=[O:14])[C:12]([O:15][CH2:16][CH2:17][C:18]([OH:21])([CH3:20])[CH3:19])=[C:11]([C:22]3[CH:23]=[CH:24][C:25]([S:28]([NH:31][C:32](=[O:34])[CH3:33])(=[O:30])=[O:29])=[CH:26][CH:27]=3)[CH:10]=[N:9]2)=[CH:4][CH:3]=1. The catalyst class is: 277. (3) Reactant: [Cl:1][C:2]1[CH:3]=[C:4]([CH:9]([CH2:13][CH:14]=[CH2:15])[C:10](O)=[O:11])[CH:5]=[CH:6][C:7]=1[Cl:8].C(Cl)(=O)C([Cl:19])=O.CN(C)C=O. Product: [Cl:1][C:2]1[CH:3]=[C:4]([CH:9]([CH2:13][CH:14]=[CH2:15])[C:10]([Cl:19])=[O:11])[CH:5]=[CH:6][C:7]=1[Cl:8]. The catalyst class is: 2. (4) Reactant: C(N[CH:5]([CH3:7])[CH3:6])(C)C.[CH2:8]([Li])[CH2:9][CH2:10]C.[Cl:13][C:14]1[CH:15]=[C:16]([CH2:20][C:21]([OH:23])=[O:22])[CH:17]=[CH:18][CH:19]=1.C1(Br)CCCC1. Product: [Cl:13][C:14]1[CH:15]=[C:16]([CH:20]([CH:6]2[CH2:5][CH2:7][CH2:10][CH2:9][CH2:8]2)[C:21]([OH:23])=[O:22])[CH:17]=[CH:18][CH:19]=1. The catalyst class is: 7. (5) Reactant: [CH:1](N(C(C)C)CC)(C)C.N[C:11]1[N:16]=[CH:15][N:14]=[C:13]([O:17][C:18]2[CH:23]=[CH:22][C:21]([NH:24]C(NC(=O)CC3C=CC(F)=CC=3)=S)=[CH:20][C:19]=2[F:38])[CH:12]=1.[F:39][C:40]1[CH:48]=[CH:47][C:46]([CH3:49])=[CH:45][C:41]=1[C:42]([OH:44])=O.CCN=C=NCCCN(C)C.C1C=CC2N(O)N=NC=2C=1. Product: [NH2:14][C:15]1[CH:1]=[C:13]([O:17][C:18]2[CH:23]=[CH:22][C:21]([NH:24][C:42](=[O:44])[C:41]3[CH:45]=[C:46]([CH3:49])[CH:47]=[CH:48][C:40]=3[F:39])=[CH:20][C:19]=2[F:38])[CH:12]=[CH:11][N:16]=1. The catalyst class is: 3. (6) Reactant: [NH2:1][C@H:2]([CH2:19][C:20]1[CH:25]=[C:24]([F:26])[C:23]([F:27])=[CH:22][C:21]=1[F:28])[CH2:3][C:4]([N:6]1[CH2:11][CH2:10][NH:9][C:8](=[O:12])[C@H:7]1[CH2:13][O:14][C:15]([CH3:18])([CH3:17])[CH3:16])=[O:5].[C:29]([OH:32])(=[O:31])[CH3:30]. Product: [C:29]([OH:32])(=[O:31])[CH3:30].[NH2:1][C@H:2]([CH2:19][C:20]1[CH:25]=[C:24]([F:26])[C:23]([F:27])=[CH:22][C:21]=1[F:28])[CH2:3][C:4]([N:6]1[CH2:11][CH2:10][NH:9][C:8](=[O:12])[C@H:7]1[CH2:13][O:14][C:15]([CH3:16])([CH3:17])[CH3:18])=[O:5]. The catalyst class is: 13. (7) Reactant: [OH:1][C:2]1[S:3][C:4]2[CH:10]=[CH:9][CH:8]=[CH:7][C:5]=2[N:6]=1.C([O-])([O-])=O.[K+].[K+].Br[CH2:18][CH2:19][CH2:20][CH2:21][CH2:22][Cl:23]. Product: [Cl:23][CH2:22][CH2:21][CH2:20][CH2:19][CH2:18][O:1][C:2]1[S:3][C:4]2[CH:10]=[CH:9][CH:8]=[CH:7][C:5]=2[N:6]=1. The catalyst class is: 290. (8) Reactant: [F:1][C:2]1[CH:7]=[CH:6][C:5]([CH:8]([CH3:13])[C:9]([O:11]C)=[O:10])=[CH:4][CH:3]=1.[OH-].[K+].Cl. Product: [F:1][C:2]1[CH:3]=[CH:4][C:5]([CH:8]([CH3:13])[C:9]([OH:11])=[O:10])=[CH:6][CH:7]=1. The catalyst class is: 40. (9) Reactant: [F:1][C:2]1[CH:7]=[C:6]([F:8])[CH:5]=[CH:4][C:3]=1B(O)O.Cl[C:13]1[C:22]2[C:17](=[CH:18][CH:19]=[CH:20][CH:21]=2)[CH:16]=[CH:15][N:14]=1.C(=O)([O-])[O-].[K+].[K+].O. Product: [F:1][C:2]1[CH:7]=[C:6]([F:8])[CH:5]=[CH:4][C:3]=1[C:13]1[C:22]2[C:17](=[CH:18][CH:19]=[CH:20][CH:21]=2)[CH:16]=[CH:15][N:14]=1. The catalyst class is: 216. (10) Reactant: [CH3:1][C@:2]12[CH2:18][CH2:17][C@H:16]([O:19][CH2:20][CH2:21][CH2:22][NH:23][C:24](=[O:81])[CH2:25][CH2:26][C:27]([NH:29][C@H:30]([CH2:39][C:40]([NH:42][C@@H:43]([CH2:55][CH2:56][CH2:57][CH2:58][N:59]([C:73]3[CH:78]=[CH:77][C:76]([O:79][CH3:80])=[CH:75][CH:74]=3)[CH:60]([C:67]3[CH:72]=[CH:71][CH:70]=[CH:69][CH:68]=3)[C:61]3[CH:66]=[CH:65][CH:64]=[CH:63][CH:62]=3)[C:44]([NH:46][C:47]3[CH:52]=[CH:51][C:50]([CH2:53][OH:54])=[CH:49][CH:48]=3)=[O:45])=[O:41])[CH2:31][C:32]3[CH:37]=[CH:36][C:35]([F:38])=[CH:34][CH:33]=3)=[O:28])[CH2:15][C:14]1=[CH:13][CH2:12][C@@H:11]1[C@@H:3]2[CH2:4][CH2:5][C@@:6]2([CH3:90])[C@H:10]1[CH2:9][CH2:8][C@@H:7]2[C@@H:82]([CH2:84][CH2:85][CH2:86][CH:87]([CH3:89])[CH3:88])[CH3:83].CCN(C(C)C)C(C)C.C(Cl)Cl.[C:103](=O)([O:114]C1C=CC([N+]([O-])=O)=CC=1)[O:104][C:105]1[CH:110]=[CH:109][C:108]([N+:111]([O-:113])=[O:112])=[CH:107][CH:106]=1. Product: [C:103](=[O:114])([O:104][C:105]1[CH:106]=[CH:107][C:108]([N+:111]([O-:113])=[O:112])=[CH:109][CH:110]=1)[O:54][CH2:53][C:50]1[CH:49]=[CH:48][C:47]([NH:46][C:44](=[O:45])[C@@H:43]([NH:42][C:40](=[O:41])[CH2:39][C@@H:30]([NH:29][C:27](=[O:28])[CH2:26][CH2:25][C:24]([NH:23][CH2:22][CH2:21][CH2:20][O:19][C@@H:16]2[CH2:15][C:14]3[C@@:2]([CH3:1])([C@@H:3]4[C@@H:11]([CH2:12][CH:13]=3)[C@H:10]3[C@@:6]([CH3:90])([C@@H:7]([C@@H:82]([CH2:84][CH2:85][CH2:86][CH:87]([CH3:89])[CH3:88])[CH3:83])[CH2:8][CH2:9]3)[CH2:5][CH2:4]4)[CH2:18][CH2:17]2)=[O:81])[CH2:31][C:32]2[CH:37]=[CH:36][C:35]([F:38])=[CH:34][CH:33]=2)[CH2:55][CH2:56][CH2:57][CH2:58][N:59]([C:73]2[CH:74]=[CH:75][C:76]([O:79][CH3:80])=[CH:77][CH:78]=2)[CH:60]([C:67]2[CH:68]=[CH:69][CH:70]=[CH:71][CH:72]=2)[C:61]2[CH:66]=[CH:65][CH:64]=[CH:63][CH:62]=2)=[CH:52][CH:51]=1. The catalyst class is: 3.